Dataset: Catalyst prediction with 721,799 reactions and 888 catalyst types from USPTO. Task: Predict which catalyst facilitates the given reaction. (1) The catalyst class is: 10. Product: [F:21][C:18]([F:19])([F:20])[C:14]1[CH:13]=[C:12]([CH:17]=[CH:16][CH:15]=1)[O:11][C:7]1[CH:8]=[CH:9][N:35]=[C:33]([C:32]2[CH:31]=[CH:30][C:29]([C:28]([F:27])([F:38])[F:39])=[CH:37][CH:36]=2)[N:34]=1. Reactant: FC(F)(F)C1C=C(C=CC=1)O[C:7]([O:11][C:12]1[CH:17]=[CH:16][CH:15]=[C:14]([C:18]([F:21])([F:20])[F:19])[CH:13]=1)=[CH:8][CH:9]=O.[F:27][C:28]([F:39])([F:38])[C:29]1[CH:37]=[CH:36][C:32]([C:33]([NH2:35])=[NH:34])=[CH:31][CH:30]=1.C(=O)([O-])[O-].[K+].[K+]. (2) Reactant: Cl[C:2]1[C:3]2[C:4](=[CH:13][N:14](CC3C=CC(OC)=CC=3)[N:15]=2)[N:5]=[C:6]([C:8]2[CH:12]=[CH:11][S:10][CH:9]=2)[N:7]=1.[NH2:25][C:26]1[CH:31]=[CH:30][C:29]([C:32]([N:34]2[CH2:39][CH2:38][N:37]([CH3:40])[CH2:36][CH2:35]2)=[O:33])=[CH:28][CH:27]=1.Cl. Product: [CH3:40][N:37]1[CH2:36][CH2:35][N:34]([C:32]([C:29]2[CH:30]=[CH:31][C:26]([NH:25][C:2]3[C:3]4[NH:15][N:14]=[CH:13][C:4]=4[N:5]=[C:6]([C:8]4[CH:12]=[CH:11][S:10][CH:9]=4)[N:7]=3)=[CH:27][CH:28]=2)=[O:33])[CH2:39][CH2:38]1. The catalyst class is: 71.